This data is from Catalyst prediction with 721,799 reactions and 888 catalyst types from USPTO. The task is: Predict which catalyst facilitates the given reaction. Reactant: C(C1[CH:11]=[CH:10][C:6]([C:7]([O-:9])=[O:8])=[C:5]([CH3:12])[CH:4]=1)#N.[CH:13](O)=O.[CH2:16]([OH:18])[CH3:17]. Product: [CH:16]([C:17]1[CH:11]=[CH:10][C:6]([C:7]([O:9][CH3:13])=[O:8])=[C:5]([CH3:12])[CH:4]=1)=[O:18]. The catalyst class is: 181.